Task: Predict the reactants needed to synthesize the given product.. Dataset: Full USPTO retrosynthesis dataset with 1.9M reactions from patents (1976-2016) Given the product [O:48]=[C:39]1[C:40]2[C:45](=[CH:44][CH:43]=[CH:42][CH:41]=2)[C:46](=[O:47])[N:38]1[C:34]1[CH:33]=[C:32]([CH2:31][N:6]2[C:5]([C:22]([C:44]3[CH:43]=[C:42]([CH:41]=[C:40]([CH3:39])[CH:45]=3)[C:52]#[N:50])=[O:25])=[C:4]([CH:1]([CH3:2])[CH3:3])[C:9](=[O:10])[NH:8][C:7]2=[O:11])[CH:37]=[CH:36][N:35]=1, predict the reactants needed to synthesize it. The reactants are: [CH:1]([C:4]1[C:9](=[O:10])[NH:8][C:7](=[O:11])[NH:6][C:5]=1OC1C=C(C=C(C)C=1)C#N)([CH3:3])[CH3:2].[C:22](=[O:25])([O-])[O-].[K+].[K+].[I-].[Li+].Cl[CH2:31][C:32]1[CH:37]=[CH:36][N:35]=[C:34]([N:38]2[C:46](=[O:47])[C:45]3[C:40](=[CH:41][CH:42]=[CH:43][CH:44]=3)[C:39]2=[O:48])[CH:33]=1.C[N:50]([CH:52]=O)C.